Dataset: Forward reaction prediction with 1.9M reactions from USPTO patents (1976-2016). Task: Predict the product of the given reaction. (1) Given the reactants I[C:2]1[CH:7]=[C:6]([CH3:8])[CH:5]=[CH:4][C:3]=1[CH3:9].[CH:10]([C:12]1[CH:17]=[CH:16][C:15](B(O)O)=[CH:14][CH:13]=1)=[O:11].C([O-])([O-])=O.[Na+].[Na+], predict the reaction product. The product is: [CH3:9][C:3]1[CH:4]=[CH:5][C:6]([CH3:8])=[CH:7][C:2]=1[C:15]1[CH:16]=[CH:17][C:12]([CH:10]=[O:11])=[CH:13][CH:14]=1. (2) Given the reactants Cl.[O:2]1[C:6]2[CH:7]=[CH:8][CH:9]=[C:10]([CH:11]3[CH2:16][CH2:15][N:14]([CH2:17][CH2:18][C@H:19]4[CH2:24][CH2:23][C@H:22]([NH2:25])[CH2:21][CH2:20]4)[CH2:13][CH2:12]3)[C:5]=2[O:4][CH2:3]1.[F:26][C:27]([F:34])([F:33])[CH:28]([OH:32])[C:29](O)=[O:30], predict the reaction product. The product is: [O:2]1[C:6]2[CH:7]=[CH:8][CH:9]=[C:10]([CH:11]3[CH2:16][CH2:15][N:14]([CH2:17][CH2:18][C@H:19]4[CH2:20][CH2:21][C@H:22]([NH:25][C:29](=[O:30])[CH:28]([OH:32])[C:27]([F:34])([F:33])[F:26])[CH2:23][CH2:24]4)[CH2:13][CH2:12]3)[C:5]=2[O:4][CH2:3]1. (3) Given the reactants C[O:2][C:3]([C:5]1[S:27][C:8]2=[C:9]([NH2:26])[N:10]=[CH:11][C:12]([NH:13][C:14]3[CH:19]=[CH:18][C:17]([C:20]4[CH:25]=[CH:24][CH:23]=[CH:22][CH:21]=4)=[CH:16][CH:15]=3)=[C:7]2[CH:6]=1)=O.[NH3:28].CO, predict the reaction product. The product is: [NH2:26][C:9]1[N:10]=[CH:11][C:12]([NH:13][C:14]2[CH:19]=[CH:18][C:17]([C:20]3[CH:25]=[CH:24][CH:23]=[CH:22][CH:21]=3)=[CH:16][CH:15]=2)=[C:7]2[CH:6]=[C:5]([C:3]([NH2:28])=[O:2])[S:27][C:8]=12. (4) The product is: [CH:1]1([CH:4]([C:6]2[S:7][CH:8]=[CH:9][N:10]=2)[NH2:13])[CH2:3][CH2:2]1. Given the reactants [CH:1]1([C:4]([C:6]2[S:7][CH:8]=[CH:9][N:10]=2)=O)[CH2:3][CH2:2]1.[BH3-]C#[N:13].[Na+].[OH-].[Na+], predict the reaction product. (5) Given the reactants [Cl:1][C:2]1[CH:7]=[CH:6][N:5]=[C:4]2[N:8]([S:24]([C:27]3[CH:32]=[CH:31][C:30]([CH3:33])=[CH:29][CH:28]=3)(=[O:26])=[O:25])[C:9]([C:11]3[C:15]4=[N:16][C:17]([O:22][CH3:23])=[C:18]([O:20][CH3:21])[CH:19]=[C:14]4[NH:13][CH:12]=3)=[CH:10][C:3]=12.[OH-].[Na+].[Cl:36][CH2:37][CH2:38]Cl, predict the reaction product. The product is: [Cl:36][CH2:37][CH2:38][N:13]1[C:14]2[C:15](=[N:16][C:17]([O:22][CH3:23])=[C:18]([O:20][CH3:21])[CH:19]=2)[C:11]([C:9]2[N:8]([S:24]([C:27]3[CH:32]=[CH:31][C:30]([CH3:33])=[CH:29][CH:28]=3)(=[O:25])=[O:26])[C:4]3=[N:5][CH:6]=[CH:7][C:2]([Cl:1])=[C:3]3[CH:10]=2)=[CH:12]1.